This data is from Full USPTO retrosynthesis dataset with 1.9M reactions from patents (1976-2016). The task is: Predict the reactants needed to synthesize the given product. (1) Given the product [F:1][C:2]1[C:3]2[O:12][CH2:13][CH:14]=[CH:15][C:4]=2[C:5]([C:6]([O:8][CH3:9])=[O:7])=[CH:10][CH:11]=1, predict the reactants needed to synthesize it. The reactants are: [F:1][C:2]1[CH:11]=[CH:10][C:5]([C:6]([O:8][CH3:9])=[O:7])=[CH:4][C:3]=1[O:12][CH2:13][C:14]#[CH:15].C(N(CC)C1C=CC=CC=1)C. (2) Given the product [CH2:1]([N:8]1[CH2:9][CH2:10][N:11]([CH2:14][CH2:15][CH2:16][C:17]2([C:23]3[CH:28]=[CH:27][C:26]([F:29])=[CH:25][CH:24]=3)[CH2:22][CH2:21][CH2:20][CH2:19][CH2:18]2)[CH2:12][CH2:13]1)[C:2]1[CH:3]=[CH:4][CH:5]=[CH:6][CH:7]=1, predict the reactants needed to synthesize it. The reactants are: [CH2:1]([N:8]1[CH2:13][CH2:12][N:11]([C:14](=O)[CH2:15][CH2:16][C:17]2([C:23]3[CH:28]=[CH:27][C:26]([F:29])=[CH:25][CH:24]=3)[CH2:22][CH2:21][CH2:20][CH2:19][CH2:18]2)[CH2:10][CH2:9]1)[C:2]1[CH:7]=[CH:6][CH:5]=[CH:4][CH:3]=1.[H-].[Al+3].[Li+].[H-].[H-].[H-].O.[OH-].[Na+]. (3) Given the product [F:33][C:34]1[CH:50]=[C:49]([O:51][CH3:52])[CH:48]=[C:47]([F:53])[C:35]=1[C:36]([NH:38][C:39]1[C:40]([C:44]2[NH:61][C:60]3[CH:59]=[CH:58][C:57]([C:62]([N:64]4[CH2:65][CH2:66][O:67][CH2:68][CH2:69]4)=[O:63])=[CH:56][C:55]=3[N:54]=2)=[N:41][NH:42][CH:43]=1)=[O:37], predict the reactants needed to synthesize it. The reactants are: ClC1C=CC=C(Cl)C=1C(NC1C(C2NC3C=CC(CN4CCOCC4)=CC=3N=2)=NNC=1)=O.[F:33][C:34]1[CH:50]=[C:49]([O:51][CH3:52])[CH:48]=[C:47]([F:53])[C:35]=1[C:36]([NH:38][C:39]1[C:40]([C:44](O)=O)=[N:41][NH:42][CH:43]=1)=[O:37].[NH2:54][C:55]1[CH:56]=[C:57]([C:62]([N:64]2[CH2:69][CH2:68][O:67][CH2:66][CH2:65]2)=[O:63])[CH:58]=[CH:59][C:60]=1[NH2:61]. (4) The reactants are: Br[CH2:2][CH2:3][CH2:4][O:5][C:6]1[CH:11]=[CH:10][C:9]([N:12]2[CH2:17][CH2:16][N:15]([C:18]([O:20][C:21]([CH3:24])([CH3:23])[CH3:22])=[O:19])[CH2:14][C:13]2=[O:25])=[CH:8][CH:7]=1.C(=O)([O-])[O-].[K+].[K+].[I-].[K+].[CH3:34][CH:35]1[CH2:39][CH2:38][CH2:37][NH:36]1. Given the product [CH3:34][CH:35]1[CH2:39][CH2:38][CH2:37][N:36]1[CH2:2][CH2:3][CH2:4][O:5][C:6]1[CH:11]=[CH:10][C:9]([N:12]2[CH2:17][CH2:16][N:15]([C:18]([O:20][C:21]([CH3:24])([CH3:23])[CH3:22])=[O:19])[CH2:14][C:13]2=[O:25])=[CH:8][CH:7]=1, predict the reactants needed to synthesize it. (5) Given the product [NH2:1][C:2]1[N:7]=[C:6]([NH:8][C:9]2[C:10]3[N:11]([C:16]([C:19]([NH:21][C:22]4[CH:27]=[CH:26][N:25]=[CH:24][C:23]=4[F:28])=[O:20])=[CH:17][N:18]=3)[N:12]=[C:13]([NH:36][C@H:33]3[CH2:34][CH2:35][C@H:30]([NH2:37])[CH2:31][CH2:32]3)[CH:14]=2)[CH:5]=[C:4]([Cl:29])[CH:3]=1, predict the reactants needed to synthesize it. The reactants are: [NH2:1][C:2]1[N:7]=[C:6]([NH:8][C:9]2[C:10]3[N:11]([C:16]([C:19]([NH:21][C:22]4[CH:27]=[CH:26][N:25]=[CH:24][C:23]=4[F:28])=[O:20])=[CH:17][N:18]=3)[N:12]=[C:13](Cl)[CH:14]=2)[CH:5]=[C:4]([Cl:29])[CH:3]=1.[C@H:30]1([NH2:37])[CH2:35][CH2:34][C@H:33]([NH2:36])[CH2:32][CH2:31]1. (6) Given the product [CH2:31]([NH:34][CH2:35][CH:36]([CH3:40])[CH2:37][CH:38]=[CH2:39])[CH:32]=[CH2:33], predict the reactants needed to synthesize it. The reactants are: C(OC(=O)C(C)=CCC)C.CC(C[AlH]CC(C)C)C.CC(CC=C)C=O.C(N)C=C.[CH2:31]([N:34]=[CH:35][CH:36]([CH3:40])[CH2:37][CH:38]=[CH2:39])[CH:32]=[CH2:33].[BH4-].[Na+].